Dataset: Forward reaction prediction with 1.9M reactions from USPTO patents (1976-2016). Task: Predict the product of the given reaction. (1) Given the reactants [CH2:1]([O:3][C:4](=[O:15])[CH:5]([C:7]1[CH:8]=[N:9][C:10]([NH2:14])=[C:11]([F:13])[CH:12]=1)[CH3:6])[CH3:2].C(N(CC)CC)C.[CH3:23][S:24](Cl)(=[O:26])=[O:25], predict the reaction product. The product is: [CH2:1]([O:3][C:4](=[O:15])[CH:5]([C:7]1[CH:8]=[N:9][C:10]([NH:14][S:24]([CH3:23])(=[O:26])=[O:25])=[C:11]([F:13])[CH:12]=1)[CH3:6])[CH3:2]. (2) Given the reactants C[Si]([N-][Si](C)(C)C)(C)C.[K+].C1(C)C=CC=CC=1.[CH2:18]([C@H:25]1[CH2:29][O:28][C:27](=[O:30])[N:26]1[C:31](=[O:44])[CH2:32][CH2:33][CH2:34][CH2:35][CH2:36][CH2:37][C:38]1([CH3:43])[O:42][CH2:41][CH2:40][O:39]1)[C:19]1[CH:24]=[CH:23][CH:22]=[CH:21][CH:20]=1.CC(C1C=C(C(C)C)C(S([N:60]=[N+:61]=[N-:62])(=O)=O)=C(C(C)C)C=1)C.CC(O)=O.[NH4+].[Cl-], predict the reaction product. The product is: [N:60]([C@@H:32]([CH2:33][CH2:34][CH2:35][CH2:36][CH2:37][C:38]1([CH3:43])[O:39][CH2:40][CH2:41][O:42]1)[C:31]([N:26]1[C@@H:25]([CH2:18][C:19]2[CH:20]=[CH:21][CH:22]=[CH:23][CH:24]=2)[CH2:29][O:28][C:27]1=[O:30])=[O:44])=[N+:61]=[N-:62].